Dataset: Catalyst prediction with 721,799 reactions and 888 catalyst types from USPTO. Task: Predict which catalyst facilitates the given reaction. Reactant: [CH:1]1([N:6]2[CH2:11][CH2:10][CH:9]([C:12]3[CH:17]=[CH:16][C:15]([NH:18][C:19]4[C:20]([C:34]([NH2:36])=[O:35])=[N:21][CH:22]=[C:23]([N:25]5[CH2:30][CH2:29][CH2:28][C@H:27]6[NH:31][CH2:32][CH2:33][C@@H:26]56)[N:24]=4)=[CH:14][CH:13]=3)[CH2:8][CH2:7]2)[CH2:5][CH2:4][CH2:3][CH2:2]1.CCN(C(C)C)C(C)C.[CH:46]1([C:49]([Cl:51])=[O:50])[CH2:48][CH2:47]1. Product: [CH:1]1([N:6]2[CH2:7][CH2:8][CH:9]([C:12]3[CH:13]=[CH:14][C:15]([NH:18][C:19]4[C:20]([C:34]([NH2:36])=[O:35])=[N:21][CH:22]=[C:23]([N:25]5[CH2:30][CH2:29][CH2:28][C@H:27]6[N:31]([C:49]([CH:46]7[CH2:48][CH2:47]7)=[O:50])[CH2:32][CH2:33][C@@H:26]56)[N:24]=4)=[CH:16][CH:17]=3)[CH2:10][CH2:11]2)[CH2:5][CH2:4][CH2:3][CH2:2]1.[ClH:51]. The catalyst class is: 37.